From a dataset of Retrosynthesis with 50K atom-mapped reactions and 10 reaction types from USPTO. Predict the reactants needed to synthesize the given product. (1) The reactants are: NNc1ccc(F)cc1F.O=Cc1ccc(O)c(O)c1. Given the product Oc1ccc(C=NNc2ccc(F)cc2F)cc1O, predict the reactants needed to synthesize it. (2) Given the product O=Cc1ccc(NCC2CCCN2)c([N+](=O)[O-])c1, predict the reactants needed to synthesize it. The reactants are: CC(C)(C)OC(=O)N1CCCC1CNc1ccc(C=O)cc1[N+](=O)[O-]. (3) Given the product COC(=O)[C@H](C)c1cccc(C)c1, predict the reactants needed to synthesize it. The reactants are: Cc1cccc([C@@H](C)C(=O)O)c1.O=C([O-])[O-]. (4) Given the product O=CC1(COCc2ccccc2)CCC2(CC1)OCCO2, predict the reactants needed to synthesize it. The reactants are: OCC1(COCc2ccccc2)CCC2(CC1)OCCO2. (5) Given the product CC(=O)Nc1ccc(S(=O)(=O)N2CCCCC2)cc1, predict the reactants needed to synthesize it. The reactants are: C1CCNCC1.CC(=O)Nc1ccc(S(=O)(=O)Cl)cc1. (6) Given the product COC(=O)[C@H](Cc1ccc(-c2ccc(C#N)cc2)cc1)NC(=O)[C@@H]1Cc2cc(N)c(O)cc2CN1C(=O)OC(C)(C)C, predict the reactants needed to synthesize it. The reactants are: COC(=O)[C@H](Cc1ccc(-c2ccc(C#N)cc2)cc1)NC(=O)[C@@H]1Cc2cc([N+](=O)[O-])c(O)cc2CN1C(=O)OC(C)(C)C. (7) Given the product Cc1nn(C)c(=O)c(-n2nc(-c3ccc(C(F)(F)F)cc3)cc2C)c1O, predict the reactants needed to synthesize it. The reactants are: COc1c(C)nn(C)c(=O)c1-n1nc(-c2ccc(C(F)(F)F)cc2)cc1C. (8) Given the product O=C(O)c1cccc2cc(-c3ccccc3)oc12, predict the reactants needed to synthesize it. The reactants are: O=C(O)c1cc(Cl)cc2cc(-c3ccccc3)oc12.